The task is: Predict the reaction yield, written as a fraction of the theoretical maximum amount of product (1.0 means a 100% yield; for example, 0.34 means a 34% yield).. This data is from Reaction yield outcomes from USPTO patents with 853,638 reactions. (1) The reactants are Br[C:2](Br)=[C:3]([C:8]1[CH:13]=[CH:12][CH:11]=[CH:10][C:9]=1[NH2:14])[C:4]([F:7])([F:6])[F:5].[C:16]1(B(O)O)[CH:21]=[CH:20][CH:19]=[CH:18][CH:17]=1.[O-]P([O-])([O-])=O.[K+].[K+].[K+].O. The catalyst is C1(C)C=CC=CC=1.CC([O-])=O.CC([O-])=O.[Pd+2].COC1C=CC=C(OC)C=1C1C=CC=CC=1P(C1CCCCC1)C1CCCCC1. The product is [C:16]1([C:2]2[NH:14][C:9]3[C:8]([C:3]=2[C:4]([F:7])([F:6])[F:5])=[CH:13][CH:12]=[CH:11][CH:10]=3)[CH:21]=[CH:20][CH:19]=[CH:18][CH:17]=1. The yield is 0.790. (2) The reactants are C(OC([N:8]1[CH2:11][C:10]([C:13]2[N:14]([CH3:39])[C:15]3[C:20]([N:21]=2)=[C:19]([N:22]2[CH2:27][CH2:26][O:25][CH2:24][CH2:23]2)[N:18]=[C:17]([N:28]2[C:32]4[CH:33]=[CH:34][CH:35]=[CH:36][C:31]=4[N:30]=[C:29]2[CH2:37][CH3:38])[N:16]=3)([F:12])[CH2:9]1)=O)(C)(C)C.C(O)(C(F)(F)F)=O. The catalyst is C(Cl)Cl. The product is [CH2:37]([C:29]1[N:28]([C:17]2[N:16]=[C:15]3[C:20]([N:21]=[C:13]([C:10]4([F:12])[CH2:11][NH:8][CH2:9]4)[N:14]3[CH3:39])=[C:19]([N:22]3[CH2:27][CH2:26][O:25][CH2:24][CH2:23]3)[N:18]=2)[C:32]2[CH:33]=[CH:34][CH:35]=[CH:36][C:31]=2[N:30]=1)[CH3:38]. The yield is 0.970. (3) The reactants are [C:1]([O:6][CH2:7][CH3:8])(=[O:5])[C:2]([CH3:4])=O.[O-]S([O-])(=O)=O.[Mg+2].[CH3:15][NH:16][NH2:17]. The catalyst is C(Cl)(Cl)Cl. The product is [CH3:15][NH:16][N:17]=[C:2]([CH3:4])[C:1]([O:6][CH2:7][CH3:8])=[O:5]. The yield is 0.940. (4) The reactants are C[O:2][P:3]([CH2:7][C:8]([CH3:25])=[CH:9][CH2:10][C:11]1[C:12]([OH:24])=[C:13]2[C:17](=[C:18]([CH3:22])[C:19]=1[O:20][CH3:21])[CH2:16][O:15][C:14]2=[O:23])(=[O:6])[O:4]C.C[Si](Br)(C)C.N1C(C)=CC=CC=1C. The catalyst is C(#N)C. The product is [OH:24][C:12]1[C:11]([CH2:10][CH:9]=[C:8]([CH3:25])[CH2:7][P:3](=[O:2])([OH:6])[OH:4])=[C:19]([O:20][CH3:21])[C:18]([CH3:22])=[C:17]2[C:13]=1[C:14](=[O:23])[O:15][CH2:16]2. The yield is 0.730.